Dataset: Reaction yield outcomes from USPTO patents with 853,638 reactions. Task: Predict the reaction yield, written as a fraction of the theoretical maximum amount of product (1.0 means a 100% yield; for example, 0.34 means a 34% yield). (1) The reactants are [C:1]1([CH2:7][OH:8])[CH:6]=[CH:5][CH:4]=[CH:3][CH:2]=1.[CH3:9][C:10]1[C:14]([C:15]2[NH:19][C:18]3[CH:20]=[C:21]([CH2:24][C:25](Cl)=[O:26])[CH:22]=[CH:23][C:17]=3[N:16]=2)=[C:13]([CH3:28])[O:12][N:11]=1. The catalyst is ClCCl. The product is [CH3:9][C:10]1[C:14]([C:15]2[NH:19][C:18]3[CH:20]=[C:21]([CH2:24][C:25]([O:8][CH2:7][C:1]4[CH:6]=[CH:5][CH:4]=[CH:3][CH:2]=4)=[O:26])[CH:22]=[CH:23][C:17]=3[N:16]=2)=[C:13]([CH3:28])[O:12][N:11]=1. The yield is 0.550. (2) The reactants are [F:1][C:2]1[CH:3]=[C:4]2[N:10]=[CH:9][N:8]([CH2:11][C:12]3[CH:23]=[CH:22][C:15]4[N:16]=[C:17](S(C)=O)[S:18][C:14]=4[CH:13]=3)[C:5]2=[N:6][CH:7]=1.[CH2:24]1[C:32]2[C:27](=[CH:28][CH:29]=[CH:30][CH:31]=2)[C@@H:26]([NH2:33])[C@@H:25]1[OH:34].CCN(C(C)C)C(C)C. The catalyst is CC(N(C)C)=O. The product is [F:1][C:2]1[CH:3]=[C:4]2[N:10]=[CH:9][N:8]([CH2:11][C:12]3[CH:23]=[CH:22][C:15]4[N:16]=[C:17]([NH:33][C@@H:26]5[C:27]6[C:32](=[CH:31][CH:30]=[CH:29][CH:28]=6)[CH2:24][C@H:25]5[OH:34])[S:18][C:14]=4[CH:13]=3)[C:5]2=[N:6][CH:7]=1. The yield is 0.160.